Dataset: Merck oncology drug combination screen with 23,052 pairs across 39 cell lines. Task: Regression. Given two drug SMILES strings and cell line genomic features, predict the synergy score measuring deviation from expected non-interaction effect. Drug 1: NC1(c2ccc(-c3nc4ccn5c(=O)[nH]nc5c4cc3-c3ccccc3)cc2)CCC1. Drug 2: Cn1c(=O)n(-c2ccc(C(C)(C)C#N)cc2)c2c3cc(-c4cnc5ccccc5c4)ccc3ncc21. Cell line: NCIH460. Synergy scores: synergy=36.5.